Dataset: Peptide-MHC class I binding affinity with 185,985 pairs from IEDB/IMGT. Task: Regression. Given a peptide amino acid sequence and an MHC pseudo amino acid sequence, predict their binding affinity value. This is MHC class I binding data. (1) The peptide sequence is LWSQLEKLI. The MHC is HLA-A23:01 with pseudo-sequence HLA-A23:01. The binding affinity (normalized) is 0.314. (2) The peptide sequence is FQPQNWQFI. The MHC is H-2-Db with pseudo-sequence H-2-Db. The binding affinity (normalized) is 0.674. (3) The binding affinity (normalized) is 0.701. The peptide sequence is FENKTTLPV. The MHC is HLA-B40:02 with pseudo-sequence HLA-B40:02. (4) The peptide sequence is LLMRTSWAL. The MHC is HLA-B08:01 with pseudo-sequence HLA-B08:01. The binding affinity (normalized) is 0.883.